This data is from Full USPTO retrosynthesis dataset with 1.9M reactions from patents (1976-2016). The task is: Predict the reactants needed to synthesize the given product. (1) Given the product [NH:48]1[CH2:49][CH:46]([N:45]2[C:41]([C:38]3[CH:39]=[CH:40][C:35]4[N:36]([CH:64]=[C:33]([NH2:32])[N:34]=4)[N:37]=3)=[C:42]([C:57]3[CH:62]=[CH:61][C:60]([F:63])=[CH:59][CH:58]=3)[N:43]=[CH:44]2)[CH2:47]1, predict the reactants needed to synthesize it. The reactants are: FC1C=CC(C2N=CN(C3CCNCC3)C=2C2C=CC3N(C=C(N)N=3)N=2)=CC=1.C([NH:32][C:33]1[N:34]=[C:35]2[CH:40]=[CH:39][C:38]([C:41]3[N:45]([CH:46]4[CH2:49][N:48](C(OC(C)(C)C)=O)[CH2:47]4)[CH:44]=[N:43][C:42]=3[C:57]3[CH:62]=[CH:61][C:60]([F:63])=[CH:59][CH:58]=3)=[N:37][N:36]2[CH:64]=1)(=O)C.Cl. (2) Given the product [CH3:30][O:29][C:28]1[CH:27]=[C:26]([CH2:25][CH2:24][O:21][C:20](=[O:22])[C:19]#[C:18][CH:17]([CH3:23])[CH3:16])[CH:35]=[CH:34][C:31]=1[O:32][CH3:33], predict the reactants needed to synthesize it. The reactants are: ClC(OCC(C)C)=O.CN1CCOCC1.[CH3:16][CH:17]([CH3:23])[C:18]#[C:19][C:20]([OH:22])=[O:21].[CH2:24](N)[CH2:25][C:26]1[CH:35]=[CH:34][C:31]([O:32][CH3:33])=[C:28]([O:29][CH3:30])[CH:27]=1. (3) Given the product [F:13][C:14]([F:29])([F:28])[C:15]1[CH:16]=[C:17]([CH:21]=[C:22]([C:24]([F:27])([F:26])[F:25])[CH:23]=1)[C:18]([N:10]=[C:8]1[N:7]([CH:31]([CH3:37])[C:32]([OH:34])=[O:33])[C:6]2[CH:11]=[C:2]([F:1])[C:3]([F:12])=[CH:4][C:5]=2[S:9]1)=[O:19], predict the reactants needed to synthesize it. The reactants are: [F:1][C:2]1[C:3]([F:12])=[CH:4][C:5]2[S:9][C:8]([NH2:10])=[N:7][C:6]=2[CH:11]=1.[F:13][C:14]([F:29])([F:28])[C:15]1[CH:16]=[C:17]([CH:21]=[C:22]([C:24]([F:27])([F:26])[F:25])[CH:23]=1)[C:18](Cl)=[O:19].Br[CH:31]([CH3:37])[C:32]([O:34]CC)=[O:33].COC1C=CC2N=C(N)SC=2C=1.ClC1C=C(C=CC=1)C(Cl)=O.BrCC(OCC)=O. (4) Given the product [CH3:2][C@H:3]1[N:8]([C:26]([O:25][CH2:24][C:21]2[CH:22]=[CH:23][CH:18]=[CH:19][CH:20]=2)=[O:27])[CH2:7][C@@H:6]([C:9]([O:11][CH3:12])=[O:10])[CH2:5][CH2:4]1.[CH3:2][C@@H:3]1[N:8]([C:26]([O:25][CH2:24][C:21]2[CH:22]=[CH:23][CH:18]=[CH:19][CH:20]=2)=[O:27])[CH2:7][C@@H:6]([C:9]([O:11][CH3:12])=[O:10])[CH2:5][CH2:4]1, predict the reactants needed to synthesize it. The reactants are: Cl.[CH3:2][CH:3]1[NH:8][CH2:7][CH:6]([C:9]([O:11][CH3:12])=[O:10])[CH2:5][CH2:4]1.C([O-])(O)=O.[Na+].[CH:18]1[CH:23]=[CH:22][C:21]([CH2:24][O:25][C:26](Cl)=[O:27])=[CH:20][CH:19]=1. (5) Given the product [I:1][C:2]1[C:3](=[O:21])[C:4]2[CH:5]=[CH:6][C:7]3[C:8](=[N:18][N:19]([CH3:25])[CH:20]=3)[C:9]=2[O:10][C:11]=1[C:12]1[CH:17]=[CH:16][CH:15]=[CH:14][CH:13]=1, predict the reactants needed to synthesize it. The reactants are: [I:1][C:2]1[C:3](=[O:21])[C:4]2[C:9]([O:10][C:11]=1[C:12]1[CH:17]=[CH:16][CH:15]=[CH:14][CH:13]=1)=[C:8]1[NH:18][N:19]=[CH:20][C:7]1=[CH:6][CH:5]=2.[H-].[Na+].I[CH3:25].